This data is from Forward reaction prediction with 1.9M reactions from USPTO patents (1976-2016). The task is: Predict the product of the given reaction. Given the reactants [Cl:1][C:2]1[CH:3]=[CH:4][C:5]([C:28]([F:31])([F:30])[F:29])=[C:6]([CH:27]=1)[CH2:7][N:8]1[CH2:13][CH2:12][NH:11][C:10]2[N:14]=[CH:15][C:16]([C:18]3[CH:26]=[CH:25][C:21]([C:22]([OH:24])=O)=[CH:20][CH:19]=3)=[CH:17][C:9]1=2.[N:32]1([C:38]2[CH:43]=[N:42][CH:41]=[CH:40][N:39]=2)[CH2:37][CH2:36][NH:35][CH2:34][CH2:33]1, predict the reaction product. The product is: [Cl:1][C:2]1[CH:3]=[CH:4][C:5]([C:28]([F:30])([F:31])[F:29])=[C:6]([CH:27]=1)[CH2:7][N:8]1[CH2:13][CH2:12][NH:11][C:10]2[N:14]=[CH:15][C:16]([C:18]3[CH:26]=[CH:25][C:21]([C:22]([N:35]4[CH2:36][CH2:37][N:32]([C:38]5[CH:43]=[N:42][CH:41]=[CH:40][N:39]=5)[CH2:33][CH2:34]4)=[O:24])=[CH:20][CH:19]=3)=[CH:17][C:9]1=2.